Dataset: Catalyst prediction with 721,799 reactions and 888 catalyst types from USPTO. Task: Predict which catalyst facilitates the given reaction. Reactant: [C:1]([C:3]1[CH:8]=[CH:7][C:6]([C:9](=[O:24])[CH:10]([C:16]2[CH:21]=[CH:20][C:19]([O:22][CH3:23])=[CH:18][CH:17]=2)C(OCC)=O)=[C:5]([CH3:25])[CH:4]=1)#[N:2]. Product: [CH3:23][O:22][C:19]1[CH:18]=[CH:17][C:16]([CH2:10][C:9]([C:6]2[CH:7]=[CH:8][C:3]([C:1]#[N:2])=[CH:4][C:5]=2[CH3:25])=[O:24])=[CH:21][CH:20]=1. The catalyst class is: 550.